Predict the reactants needed to synthesize the given product. From a dataset of Full USPTO retrosynthesis dataset with 1.9M reactions from patents (1976-2016). (1) Given the product [CH2:1]([O:8][C:9]1[CH:14]=[CH:13][C:12]([C:15]2[N:23]([CH2:24][O:25][CH2:26][CH2:27][Si:28]([CH3:31])([CH3:30])[CH3:29])[C:22]3[C:21](=[O:32])[N:20]([CH2:33][CH2:34][CH3:35])[C:19]([C:43]4[CH:42]=[CH:41][CH:40]=[C:39]([C:38]([F:49])([F:48])[F:37])[CH:44]=4)=[N:18][C:17]=3[N:16]=2)=[CH:11][CH:10]=1)[C:2]1[CH:7]=[CH:6][CH:5]=[CH:4][CH:3]=1, predict the reactants needed to synthesize it. The reactants are: [CH2:1]([O:8][C:9]1[CH:14]=[CH:13][C:12]([C:15]2[N:23]([CH2:24][O:25][CH2:26][CH2:27][Si:28]([CH3:31])([CH3:30])[CH3:29])[C:22]3[C:21](=[O:32])[N:20]([CH2:33][CH2:34][CH3:35])[C:19](Cl)=[N:18][C:17]=3[N:16]=2)=[CH:11][CH:10]=1)[C:2]1[CH:7]=[CH:6][CH:5]=[CH:4][CH:3]=1.[F:37][C:38]([F:49])([F:48])[C:39]1[CH:40]=[C:41](B(O)O)[CH:42]=[CH:43][CH:44]=1.C([O-])(O)=O.[Na+]. (2) Given the product [CH:35]1([C:38]([NH:1][C:2]2[N:27]=[C:5]3[CH:6]=[CH:7][C:8]([O:10][C:11]4[CH:12]=[C:13]([NH:17][C:18]([C:20]5[N:24]([CH3:25])[N:23]=[C:22]([CH3:26])[CH:21]=5)=[O:19])[CH:14]=[CH:15][CH:16]=4)=[CH:9][N:4]3[N:3]=2)=[O:39])[CH2:37][CH2:36]1, predict the reactants needed to synthesize it. The reactants are: [NH2:1][C:2]1[N:27]=[C:5]2[CH:6]=[CH:7][C:8]([O:10][C:11]3[CH:12]=[C:13]([NH:17][C:18]([C:20]4[N:24]([CH3:25])[N:23]=[C:22]([CH3:26])[CH:21]=4)=[O:19])[CH:14]=[CH:15][CH:16]=3)=[CH:9][N:4]2[N:3]=1.C(N(CC)CC)C.[CH:35]1([C:38](Cl)=[O:39])[CH2:37][CH2:36]1. (3) Given the product [Cl:19][C:20]1[C:21]([C:26]([C:2]2[CH:7]=[CH:6][C:5]([O:8][C:9]([F:12])([F:11])[F:10])=[C:4]([F:13])[CH:3]=2)=[O:27])=[N:22][CH:23]=[CH:24][N:25]=1, predict the reactants needed to synthesize it. The reactants are: Br[C:2]1[CH:7]=[CH:6][C:5]([O:8][C:9]([F:12])([F:11])[F:10])=[C:4]([F:13])[CH:3]=1.C([Mg]Cl)(C)C.[Cl:19][C:20]1[C:21]([C:26](N(OC)C)=[O:27])=[N:22][CH:23]=[CH:24][N:25]=1. (4) Given the product [CH3:39][C:25]1[CH:26]=[C:27]([O:30][C:31]2[CH:32]=[C:33]([N:10]3[CH:11]=[C:12]([C:14]([F:17])([F:15])[F:16])[CH:13]=[C:8]([O:1][C:2]4[CH:3]=[CH:4][CH:5]=[CH:6][CH:7]=4)[C:9]3=[O:18])[CH:34]=[C:35]([CH3:37])[CH:36]=2)[CH:28]=[CH:29][C:24]=1[CH2:23][CH2:22][C:21]([OH:40])=[O:20], predict the reactants needed to synthesize it. The reactants are: [O:1]([C:8]1[C:9]([OH:18])=[N:10][CH:11]=[C:12]([C:14]([F:17])([F:16])[F:15])[CH:13]=1)[C:2]1[CH:7]=[CH:6][CH:5]=[CH:4][CH:3]=1.C[O:20][C:21](=[O:40])[CH2:22][CH2:23][C:24]1[CH:29]=[CH:28][C:27]([O:30][C:31]2[CH:36]=[C:35]([CH3:37])[CH:34]=[C:33](Br)[CH:32]=2)=[CH:26][C:25]=1[CH3:39]. (5) Given the product [NH2:15][CH2:2][C:3]([C:5]1[CH:10]=[CH:9][CH:8]=[C:7]([C:11]([F:14])([F:13])[F:12])[CH:6]=1)=[O:4].[CH3:49][C:39]1[CH:44]=[CH:43][C:42]([S:45]([OH:48])(=[O:47])=[O:46])=[CH:41][CH:40]=1, predict the reactants needed to synthesize it. The reactants are: Br[CH2:2][C:3]([C:5]1[CH:10]=[CH:9][CH:8]=[C:7]([C:11]([F:14])([F:13])[F:12])[CH:6]=1)=[O:4].[N-:15]=[N+]=[N-].[Na+].C1(P(C2C=CC=CC=2)C2C=CC=CC=2)C=CC=CC=1.O.[C:39]1([CH3:49])[CH:44]=[CH:43][C:42]([S:45]([OH:48])(=[O:47])=[O:46])=[CH:41][CH:40]=1. (6) Given the product [C:4]([N:1]1[CH:28]=[C:27]([CH2:26][N:25]([CH2:29][C:30]2[N:31]=[N:32][N:33]([CH2:35][CH2:36][CH2:37][CH2:38][C:39]([O:41][CH2:42][CH3:43])=[O:40])[CH:34]=2)[CH2:24][CH2:23][CH2:22][OH:21])[N:3]=[N:2]1)([CH3:7])([CH3:6])[CH3:5], predict the reactants needed to synthesize it. The reactants are: [N:1]([C:4]([CH3:7])([CH3:6])[CH3:5])=[N+:2]=[N-:3].O=C1O[C@H]([C@H](CO)O)C([O-])=C1O.[Na+].[OH:21][CH2:22][CH2:23][CH2:24][N:25]([CH2:29][C:30]1[N:31]=[N:32][N:33]([CH2:35][CH2:36][CH2:37][CH2:38][C:39]([O:41][CH2:42][CH3:43])=[O:40])[CH:34]=1)[CH2:26][C:27]#[CH:28].O=C1O[C@H]([C@H](CO)O)C([O-])=C1O.